This data is from Catalyst prediction with 721,799 reactions and 888 catalyst types from USPTO. The task is: Predict which catalyst facilitates the given reaction. (1) Reactant: [Cl:1][C:2]1[CH:23]=[CH:22][C:5]([CH2:6][NH:7][C:8]([C:10]2[C:15](=[O:16])[C:14]3[CH:17]=[C:18](I)[CH:19]=[CH:20][C:13]=3[O:12][N:11]=2)=[O:9])=[CH:4][CH:3]=1.C(N(CC)CC)C.[CH2:31]([OH:34])[C:32]#[CH:33]. Product: [Cl:1][C:2]1[CH:23]=[CH:22][C:5]([CH2:6][NH:7][C:8]([C:10]2[C:15](=[O:16])[C:14]3[CH:17]=[C:18]([C:33]#[C:32][CH2:31][OH:34])[CH:19]=[CH:20][C:13]=3[O:12][N:11]=2)=[O:9])=[CH:4][CH:3]=1. The catalyst class is: 540. (2) Reactant: [OH:1][NH:2][C:3](=[O:28])[C@H:4]([NH:13][S:14]([CH2:17][C:18]1[CH:27]=[CH:26][C:25]2[C:20](=[CH:21][CH:22]=[CH:23][CH:24]=2)[CH:19]=1)(=[O:16])=[O:15])[CH2:5][CH2:6][C:7]1[CH:12]=[CH:11][CH:10]=[CH:9][CH:8]=1.[Si]([O:1][NH:2][C:3](=[O:28])[C@H:4]([NH:13][S:14]([CH2:17][C:18]1[CH:27]=[CH:26][C:25]2[C:20](=[CH:21][CH:22]=[CH:23][CH:24]=2)[CH:19]=1)(=[O:16])=[O:15])[CH2:5][CH2:6][C:7]1[CH:12]=[CH:11][CH:10]=[CH:9][CH:8]=1)(C(C)(C)C)(C)C. Product: [OH:1][NH:2][C:3](=[O:28])[C@H:4]([NH:13][S:14]([CH2:17][C:18]1[CH:27]=[CH:26][C:25]2[C:20](=[CH:21][CH:22]=[CH:23][CH:24]=2)[CH:19]=1)(=[O:16])=[O:15])[CH2:5][CH2:6][C:7]1[CH:12]=[CH:11][CH:10]=[CH:9][CH:8]=1. The catalyst class is: 1. (3) Product: [Br:1][C:2]1[CH:8]=[CH:7][C:5]([NH:6][CH:21]=[C:15]2[C:16](=[O:18])[O:17][C:12]([CH3:20])([CH3:11])[O:13][C:14]2=[O:19])=[CH:4][C:3]=1[O:9][CH3:10]. The catalyst class is: 14. Reactant: [Br:1][C:2]1[CH:8]=[CH:7][C:5]([NH2:6])=[CH:4][C:3]=1[O:9][CH3:10].[CH3:11][C:12]1([CH3:20])[O:17][C:16](=[O:18])[CH2:15][C:14](=[O:19])[O:13]1.[CH:21](OCC)(OCC)OCC. (4) Reactant: [CH3:1][O:2][C:3]([C:5]1[S:6][C:7]([Sn](CCCC)(CCCC)CCCC)=[CH:8][C:9]=1[N:10]([C@H:20]1[CH2:25][CH2:24][C@H:23]([OH:26])[CH2:22][CH2:21]1)[C:11]([C@H:13]1[CH2:18][CH2:17][C@H:16]([CH3:19])[CH2:15][CH2:14]1)=[O:12])=[O:4].[O:40]([CH:47]1[CH2:52][CH2:51][C:50](OS(C(F)(F)F)(=O)=O)=[CH:49][CH2:48]1)[C:41]1[CH:46]=[CH:45][CH:44]=[CH:43][CH:42]=1. Product: [CH3:1][O:2][C:3]([C:5]1[S:6][C:7]([C:50]2[CH2:51][CH2:52][CH:47]([O:40][C:41]3[CH:42]=[CH:43][CH:44]=[CH:45][CH:46]=3)[CH2:48][CH:49]=2)=[CH:8][C:9]=1[N:10]([C@H:20]1[CH2:21][CH2:22][C@H:23]([OH:26])[CH2:24][CH2:25]1)[C:11]([C@H:13]1[CH2:18][CH2:17][C@H:16]([CH3:19])[CH2:15][CH2:14]1)=[O:12])=[O:4]. The catalyst class is: 109. (5) Reactant: [CH3:1][C:2]1[C@@H:19]([O:20][C:21]([C@H:23]([OH:39])[C@@H:24]([NH:31][C:32]([O:34][C:35]([CH3:38])([CH3:37])[CH3:36])=[O:33])[C:25]2[CH:26]=[CH:27][CH:28]=[CH:29][CH:30]=2)=[O:22])[CH2:18][C@:14]2([OH:40])[C:15]([CH3:17])([CH3:16])[C:3]=1[C@@H:4]([OH:58])[C:5]([C@@:7]1([CH3:57])[C@H:12]([C@@H:13]2[O:41][C:42]([C:44]2[CH:45]=[CH:46][CH:47]=[CH:48][CH:49]=2)=[O:43])[C@:11]2([O:52][C:53]([CH3:55])=[O:54])[CH2:50][O:51][C@@H:10]2[CH2:9][C@@H:8]1[OH:56])=[O:6].C1CCCCC1.[OH2:65].C(OCC)(=[O:68])C. Product: [CH3:1][C:2]1[C@@H:19]([O:20][C:21]([C@H:23]([OH:39])[C@@H:24]([NH:31][C:32]([O:34][C:35]([CH3:36])([CH3:37])[CH3:38])=[O:33])[C:25]2[CH:30]=[CH:29][CH:28]=[CH:27][CH:26]=2)=[O:22])[CH2:18][C@@:14]2([OH:40])[C:15]([CH3:16])([CH3:17])[C:3]=1[C@@H:4]([OH:58])[C:5]([C@@:7]1([CH3:57])[C@H:12]([C@@H:13]2[O:41][C:42]([C:44]2[CH:45]=[CH:46][CH:47]=[CH:48][CH:49]=2)=[O:43])[C@:11]2([O:52][C:53]([CH3:55])=[O:54])[CH2:50][O:51][C@@H:10]2[CH2:9][C@@H:8]1[OH:56])=[O:6].[OH2:68].[OH2:65].[OH2:6]. The catalyst class is: 8. (6) Reactant: Br[CH2:2][C:3]1[C:8]([CH3:9])=[N:7][C:6]([CH3:10])=[C:5]([CH3:11])[N:4]=1.[CH2:12]([O:14][C:15](=[O:25])[C:16]1[CH:21]=[CH:20][C:19]([O:22][CH3:23])=[C:18]([OH:24])[CH:17]=1)[CH3:13].C(=O)([O-])[O-].[K+].[K+].CN(C=O)C. Product: [CH2:12]([O:14][C:15](=[O:25])[C:16]1[CH:21]=[CH:20][C:19]([O:22][CH3:23])=[C:18]([O:24][CH2:2][C:3]2[C:8]([CH3:9])=[N:7][C:6]([CH3:10])=[C:5]([CH3:11])[N:4]=2)[CH:17]=1)[CH3:13]. The catalyst class is: 6.